This data is from Forward reaction prediction with 1.9M reactions from USPTO patents (1976-2016). The task is: Predict the product of the given reaction. Given the reactants [F:1][C:2]1[C:3]([CH3:14])=[C:4]([O:12][CH3:13])[C:5]([C:8](=[CH2:11])[CH2:9][CH3:10])=[CH:6][CH:7]=1.[F:15][C:16]([F:25])([F:24])[C:17](=[O:23])[C:18]([O:20][CH2:21][CH3:22])=[O:19], predict the reaction product. The product is: [F:1][C:2]1[CH:7]=[CH:6][C:5]([CH:8]([CH2:9][CH3:10])[CH2:11][C@:17]([OH:23])([C:16]([F:24])([F:25])[F:15])[C:18]([O:20][CH2:21][CH3:22])=[O:19])=[C:4]([O:12][CH3:13])[C:3]=1[CH3:14].